Dataset: Catalyst prediction with 721,799 reactions and 888 catalyst types from USPTO. Task: Predict which catalyst facilitates the given reaction. (1) Reactant: [C:1]([O:5][CH2:6][CH:7]([CH2:12][CH3:13])[CH2:8][CH2:9][CH2:10][CH3:11])(=[O:4])[CH:2]=[CH2:3].[C:14]([O:18][C:19]([CH3:22])([CH3:21])[CH3:20])(=[O:17])[CH:15]=[CH2:16].O1CCOCC1.Cl. Product: [C:1]([O:5][CH2:6][CH:7]([CH2:12][CH3:13])[CH2:8][CH2:9][CH2:10][CH3:11])(=[O:4])[CH:2]=[CH2:3].[C:14]([O:18][C:19]([CH3:22])([CH3:21])[CH3:20])(=[O:17])[CH:15]=[CH2:16]. The catalyst class is: 81. (2) Reactant: [N:1]([CH:4]1[CH2:8][CH2:7][C:6](=[O:9])[CH2:5]1)=[N+]=[N-].[C:10](O[C:10]([O:12][C:13]([CH3:16])([CH3:15])[CH3:14])=[O:11])([O:12][C:13]([CH3:16])([CH3:15])[CH3:14])=[O:11]. Product: [C:13]([O:12][C:10](=[O:11])[NH:1][CH:4]1[CH2:8][CH2:7][C:6](=[O:9])[CH2:5]1)([CH3:16])([CH3:15])[CH3:14]. The catalyst class is: 78.